Dataset: Full USPTO retrosynthesis dataset with 1.9M reactions from patents (1976-2016). Task: Predict the reactants needed to synthesize the given product. (1) Given the product [CH3:1][C:2]1[N:3]([C:14]([C:15]2[CH:20]=[CH:19][CH:18]=[CH:17][CH:16]=2)([C:27]2[CH:28]=[CH:29][CH:30]=[CH:31][CH:32]=2)[C:21]2[CH:22]=[CH:23][CH:24]=[CH:25][CH:26]=2)[CH:4]=[N:5][C:6]=1[C:7]1[CH:8]=[CH:9][CH:10]=[CH:11][CH:12]=1, predict the reactants needed to synthesize it. The reactants are: [CH3:1][C:2]1[N:3]=[CH:4][NH:5][C:6]=1[C:7]1[CH:12]=[CH:11][CH:10]=[CH:9][CH:8]=1.Cl[C:14]([C:27]1[CH:32]=[CH:31][CH:30]=[CH:29][CH:28]=1)([C:21]1[CH:26]=[CH:25][CH:24]=[CH:23][CH:22]=1)[C:15]1[CH:20]=[CH:19][CH:18]=[CH:17][CH:16]=1. (2) Given the product [N:11]1([S:8]([C:5]2[CH:6]=[CH:7][C:2]([NH2:17])=[N:3][CH:4]=2)(=[O:10])=[O:9])[CH2:16][CH2:15][CH2:14][CH2:13][CH2:12]1, predict the reactants needed to synthesize it. The reactants are: Cl[C:2]1[CH:7]=[CH:6][C:5]([S:8]([N:11]2[CH2:16][CH2:15][CH2:14][CH2:13][CH2:12]2)(=[O:10])=[O:9])=[CH:4][N:3]=1.[NH3:17]. (3) Given the product [CH2:2]=[C:3]1[CH2:5][CH:4]1[B:16]([CH:10]1[CH2:15][C:14]1=[CH2:13])[CH:18]1[CH2:23][C:22]1=[CH2:21].[CH2:26]=[C:27]1[CH2:29][CH2:28]1, predict the reactants needed to synthesize it. The reactants are: [B].[CH2:2]=[C:3]1[CH2:5][CH2:4]1.B(Cl)(Cl)Cl.[CH:10]1([B:16]([CH:18]2[CH2:23][CH2:22][CH2:21]CC2)Cl)[CH2:15][CH2:14][CH2:13]CC1.C=C[CH2:26][CH2:27][CH2:28][CH3:29].[K].C[Si]([N-][Si](C)(C)C)(C)C.C(Cl)C(=C)C. (4) Given the product [C:1]([C:5]1[CH:6]=[C:7]2[C:11](=[CH:12][CH:13]=1)[C:10](=[O:14])[CH:9]([F:16])[CH2:8]2)([CH3:4])([CH3:2])[CH3:3], predict the reactants needed to synthesize it. The reactants are: [C:1]([C:5]1[CH:6]=[C:7]2[C:11](=[CH:12][CH:13]=1)[C:10](=[O:14])[CH2:9][CH2:8]2)([CH3:4])([CH3:3])[CH3:2].[B-](F)(F)(F)[F:16].[B-](F)(F)(F)F.C1[N+]2(O)CC[N+](F)(CC2)C1. (5) Given the product [Cl:12][C:13]1[CH:14]=[C:15]([CH2:19][CH2:20][NH:21][C:8](=[O:10])[CH2:7][S:6][CH2:5][CH2:4][C:3]([O:2][CH3:1])=[O:11])[CH:16]=[CH:17][CH:18]=1, predict the reactants needed to synthesize it. The reactants are: [CH3:1][O:2][C:3](=[O:11])[CH2:4][CH2:5][S:6][CH2:7][C:8]([OH:10])=O.[Cl:12][C:13]1[CH:14]=[C:15]([CH2:19][CH2:20][NH2:21])[CH:16]=[CH:17][CH:18]=1. (6) Given the product [C:1]([C:5]1[CH:9]=[C:8]([NH:10][C:25](=[O:26])[O:27][C:28]2[CH:33]=[CH:32][CH:31]=[CH:30][CH:29]=2)[N:7]([C:11]2[CH:16]=[CH:15][N:14]=[C:13]([CH3:17])[CH:12]=2)[N:6]=1)([CH3:4])([CH3:3])[CH3:2], predict the reactants needed to synthesize it. The reactants are: [C:1]([C:5]1[CH:9]=[C:8]([NH2:10])[N:7]([C:11]2[CH:16]=[CH:15][N:14]=[C:13]([CH3:17])[CH:12]=2)[N:6]=1)([CH3:4])([CH3:3])[CH3:2].C(=O)([O-])[O-].[K+].[K+].Cl[C:25]([O:27][C:28]1[CH:33]=[CH:32][CH:31]=[CH:30][CH:29]=1)=[O:26]. (7) Given the product [F:1][C:2]1[CH:3]=[C:4]([C@H:9]2[N:10]([C:16]([O:18][C:19]([CH3:22])([CH3:21])[CH3:20])=[O:17])[C:11](=[O:15])[C:12]([CH2:24][CH3:25])([CH2:36][CH3:37])[CH2:13][CH2:14]2)[CH:5]=[C:6]([F:8])[CH:7]=1, predict the reactants needed to synthesize it. The reactants are: [F:1][C:2]1[CH:3]=[C:4]([C@@H:9]2[CH2:14][CH2:13][CH2:12][C:11](=[O:15])[N:10]2[C:16]([O:18][C:19]([CH3:22])([CH3:21])[CH3:20])=[O:17])[CH:5]=[C:6]([F:8])[CH:7]=1.I[CH2:24][CH3:25].C[Si]([N-][Si](C)(C)C)(C)C.[Na+].[CH2:36]1COC[CH2:37]1.